Dataset: Reaction yield outcomes from USPTO patents with 853,638 reactions. Task: Predict the reaction yield, written as a fraction of the theoretical maximum amount of product (1.0 means a 100% yield; for example, 0.34 means a 34% yield). (1) The catalyst is [Cl-].[Na+].O.C1C=CC(/C=C/C(/C=C/C2C=CC=CC=2)=O)=CC=1.C1C=CC(/C=C/C(/C=C/C2C=CC=CC=2)=O)=CC=1.C1C=CC(/C=C/C(/C=C/C2C=CC=CC=2)=O)=CC=1.[Pd].[Pd].COC1C=CC=C(OC)C=1C1C=CC=CC=1P(C1CCCCC1)C1CCCCC1. The reactants are [N:1]1[CH:6]=[CH:5][CH:4]=[C:3](B(O)O)[CH:2]=1.P([O-])([O-])([O-])=O.[K+].[K+].[K+].Cl[C:19]1[CH:24]=[C:23]([CH3:25])[CH:22]=[CH:21][N:20]=1.CCOC(C)=O. The product is [CH3:25][C:23]1[CH:22]=[CH:21][N:20]=[C:19]([C:3]2[CH:2]=[N:1][CH:6]=[CH:5][CH:4]=2)[CH:24]=1. The yield is 0.920. (2) The reactants are [NH2:1][C:2]1[CH:9]=[CH:8][C:5]([C:6]#[N:7])=[C:4]([C:10]([F:13])([F:12])[F:11])[C:3]=1[CH3:14].[C:15]([C:23]1[CH:28]=[CH:27][CH:26]=[CH:25][CH:24]=1)(=O)[C:16]1[CH:21]=[CH:20][CH:19]=[CH:18][CH:17]=1. The catalyst is C1(C)C=CC=CC=1. The product is [C:16]1([C:15](=[N:1][C:2]2[CH:9]=[CH:8][C:5]([C:6]#[N:7])=[C:4]([C:10]([F:11])([F:12])[F:13])[C:3]=2[CH3:14])[C:23]2[CH:24]=[CH:25][CH:26]=[CH:27][CH:28]=2)[CH:21]=[CH:20][CH:19]=[CH:18][CH:17]=1. The yield is 0.790. (3) The reactants are C1CO[C:8]2[CH:7]=[CH:6][C:5]([NH:11][C:12]3[C:17]([F:18])=[CH:16][N:15]=[C:14]([NH:19][C:20]4[CH:25]=[CH:24][CH:23]=[C:22](O)[CH:21]=4)[N:13]=3)=[CH:4][C:3]=2[O:2]1.ClC1N=C(NC2C=CC=C(O)C=2)C(F)=C[N:29]=1.N1C=CC=CC=1CN. No catalyst specified. The product is [F:18][C:17]1[C:12]([NH:11][C:5]2[CH:6]=[CH:7][CH:8]=[C:3]([OH:2])[CH:4]=2)=[N:13][C:14]([NH:19][CH2:20][C:25]2[CH:24]=[CH:23][CH:22]=[CH:21][N:29]=2)=[N:15][CH:16]=1. The yield is 0.620. (4) The reactants are [CH3:1][C:2]1[C:10]([C:11]([F:14])([F:13])[F:12])=[CH:9][CH:8]=[CH:7][C:3]=1[C:4]([OH:6])=[O:5].S(=O)(=O)(O)O.[CH3:20]O. No catalyst specified. The product is [CH3:20][O:5][C:4](=[O:6])[C:3]1[CH:7]=[CH:8][CH:9]=[C:10]([C:11]([F:12])([F:13])[F:14])[C:2]=1[CH3:1]. The yield is 0.890. (5) The reactants are [Cl:1][C:2]1[CH:7]=[C:6]([Cl:8])[CH:5]=[CH:4][C:3]=1[C:9]1[N:10]=[C:11](/[CH:16]=[CH:17]/[C:18]2[CH:23]=[CH:22][C:21]([O:24][CH3:25])=[CH:20][CH:19]=2)[N:12]([CH2:14][CH3:15])[CH:13]=1.C1(O)C=CC=CC=1.BrC[C:35]1[CH:36]=[C:37]([CH:42]=[CH:43][CH:44]=1)[C:38]([O:40]C)=[O:39]. No catalyst specified. The product is [Cl:1][C:2]1[CH:7]=[C:6]([Cl:8])[CH:5]=[CH:4][C:3]=1[C:9]1[N:10]=[C:11](/[CH:16]=[CH:17]/[C:18]2[CH:19]=[CH:20][C:21]([O:24][CH2:25][C:35]3[CH:36]=[C:37]([CH:42]=[CH:43][CH:44]=3)[C:38]([OH:40])=[O:39])=[CH:22][CH:23]=2)[N:12]([CH2:14][CH3:15])[CH:13]=1. The yield is 0.300. (6) The reactants are [C:1]1([CH2:7][NH:8][C@@H:9]([C:12]([OH:14])=[O:13])[CH2:10][OH:11])[CH:6]=[CH:5][CH:4]=[CH:3][CH:2]=1.C([O-])([O-])=O.[K+].[K+].Cl[CH2:22][C:23](Cl)=[O:24].[OH-].[Na+]. The catalyst is C1COCC1.O. The product is [O:24]=[C:23]1[N:8]([CH2:7][C:1]2[CH:2]=[CH:3][CH:4]=[CH:5][CH:6]=2)[C@@H:9]([C:12]([OH:14])=[O:13])[CH2:10][O:11][CH2:22]1. The yield is 0.750. (7) The reactants are [CH2:1]([O:4][C:5]1[CH:6]=[C:7]([CH:14]=[CH:15][C:16]=1[O:17][CH2:18][CH2:19][CH3:20])[C:8]([O:10]CCC)=[O:9])[CH2:2][CH3:3].[OH-].[K+].O. The catalyst is O1CCOCC1. The product is [CH2:1]([O:4][C:5]1[CH:6]=[C:7]([CH:14]=[CH:15][C:16]=1[O:17][CH2:18][CH2:19][CH3:20])[C:8]([OH:10])=[O:9])[CH2:2][CH3:3]. The yield is 0.940.